Dataset: Reaction yield outcomes from USPTO patents with 853,638 reactions. Task: Predict the reaction yield, written as a fraction of the theoretical maximum amount of product (1.0 means a 100% yield; for example, 0.34 means a 34% yield). (1) The reactants are [NH2:1][C:2]1[S:3][CH:4]=[CH:5][C:6]=1[C:7]([NH2:9])=[O:8].CCN(CC)CC.[C:17](Cl)(=[O:24])[C:18]1[CH:23]=[CH:22][CH:21]=[N:20][CH:19]=1. The catalyst is C1COCC1. The product is [C:7]([C:6]1[CH:5]=[CH:4][S:3][C:2]=1[NH:1][C:17](=[O:24])[C:18]1[CH:23]=[CH:22][CH:21]=[N:20][CH:19]=1)(=[O:8])[NH2:9]. The yield is 1.00. (2) The reactants are [OH-].[Na+].[CH2:3]([O:7][C:8]1[CH:13]=[C:12]([CH2:14][CH2:15][C:16]([O:18]C)=[O:17])[CH:11]=[CH:10][C:9]=1[C:20]1[CH:25]=[CH:24][CH:23]=[C:22]([CH2:26][N:27]([C:29](=[O:38])[C:30]2[CH:35]=[CH:34][C:33]([O:36][CH3:37])=[CH:32][CH:31]=2)[CH3:28])[CH:21]=1)[CH2:4][CH2:5][CH3:6]. The catalyst is CO. The product is [CH2:3]([O:7][C:8]1[CH:13]=[C:12]([CH2:14][CH2:15][C:16]([OH:18])=[O:17])[CH:11]=[CH:10][C:9]=1[C:20]1[CH:25]=[CH:24][CH:23]=[C:22]([CH2:26][N:27]([C:29](=[O:38])[C:30]2[CH:35]=[CH:34][C:33]([O:36][CH3:37])=[CH:32][CH:31]=2)[CH3:28])[CH:21]=1)[CH2:4][CH2:5][CH3:6]. The yield is 0.790. (3) The reactants are [Cl:1][C:2]1[CH:3]=[CH:4][C:5]([NH:8][C:9](=[O:32])[C:10]2[CH:15]=[CH:14][CH:13]=[CH:12][C:11]=2[NH:16][C:17]([CH:19]2[CH2:24][CH2:23][N:22](C(OC(C)(C)C)=O)[CH2:21][CH2:20]2)=[O:18])=[N:6][CH:7]=1.[F:33][C:34]([F:39])([F:38])[C:35]([OH:37])=[O:36]. The catalyst is ClCCl.C1(OC)C=CC=CC=1. The product is [F:33][C:34]([F:39])([F:38])[C:35]([OH:37])=[O:36].[Cl:1][C:2]1[CH:3]=[CH:4][C:5]([NH:8][C:9](=[O:32])[C:10]2[CH:15]=[CH:14][CH:13]=[CH:12][C:11]=2[NH:16][C:17]([CH:19]2[CH2:24][CH2:23][NH:22][CH2:21][CH2:20]2)=[O:18])=[N:6][CH:7]=1. The yield is 0.940. (4) The reactants are [Br:1][C:2]1[CH:10]=[C:9]([I:11])[C:5](C(O)=O)=[CH:4][N:3]=1.C1(P(N=[N+]=[N-])(C2C=CC=CC=2)=[O:19])C=CC=CC=1.C([N:31]([CH2:34]C)CC)C.[C:36]([OH:40])([CH3:39])([CH3:38])[CH3:37]. The catalyst is C1(C)C=CC=CC=1. The product is [C:36]([O:40][C:34](=[O:19])[NH:31][C:5]1[CH:4]=[N:3][C:2]([Br:1])=[CH:10][C:9]=1[I:11])([CH3:39])([CH3:38])[CH3:37]. The yield is 0.340. (5) The reactants are [Mg].B(O)(O)[C@H:3]1N(C([C@@H](N)C(C)C)=O)CC[CH2:4]1.CS(O)(=O)=O.C(Br)C.[CH3:25][N:26]([CH3:40])[CH2:27][C@H:28]([CH3:39])[C:29]([C:31]1[CH:36]=[CH:35][CH:34]=[C:33]([O:37][CH3:38])[CH:32]=1)=[O:30].S([O-])(O)(=O)=O.[NH4+]. The catalyst is C(OCC)C.C(Br)C. The product is [CH3:40][N:26]([CH3:25])[CH2:27][C@H:28]([CH3:39])[C@:29]([C:31]1[CH:36]=[CH:35][CH:34]=[C:33]([O:37][CH3:38])[CH:32]=1)([OH:30])[CH2:3][CH3:4]. The yield is 0.980.